Dataset: Merck oncology drug combination screen with 23,052 pairs across 39 cell lines. Task: Regression. Given two drug SMILES strings and cell line genomic features, predict the synergy score measuring deviation from expected non-interaction effect. (1) Drug 1: CCC1=CC2CN(C1)Cc1c([nH]c3ccccc13)C(C(=O)OC)(c1cc3c(cc1OC)N(C)C1C(O)(C(=O)OC)C(OC(C)=O)C4(CC)C=CCN5CCC31C54)C2. Drug 2: COC1CC2CCC(C)C(O)(O2)C(=O)C(=O)N2CCCCC2C(=O)OC(C(C)CC2CCC(OP(C)(C)=O)C(OC)C2)CC(=O)C(C)C=C(C)C(O)C(OC)C(=O)C(C)CC(C)C=CC=CC=C1C. Cell line: UWB1289BRCA1. Synergy scores: synergy=-0.878. (2) Drug 1: CCN(CC)CCNC(=O)c1c(C)[nH]c(C=C2C(=O)Nc3ccc(F)cc32)c1C. Drug 2: CS(=O)(=O)CCNCc1ccc(-c2ccc3ncnc(Nc4ccc(OCc5cccc(F)c5)c(Cl)c4)c3c2)o1. Cell line: PA1. Synergy scores: synergy=24.9. (3) Drug 1: NC1(c2ccc(-c3nc4ccn5c(=O)[nH]nc5c4cc3-c3ccccc3)cc2)CCC1. Drug 2: Cn1cc(-c2cnn3c(N)c(Br)c(C4CCCNC4)nc23)cn1. Cell line: A427. Synergy scores: synergy=5.44. (4) Drug 1: CCN(CC)CCNC(=O)c1c(C)[nH]c(C=C2C(=O)Nc3ccc(F)cc32)c1C. Drug 2: NC(=O)c1cccc2cn(-c3ccc(C4CCCNC4)cc3)nc12. Cell line: A2058. Synergy scores: synergy=-4.39. (5) Synergy scores: synergy=7.29. Cell line: A427. Drug 1: O=c1[nH]cc(F)c(=O)[nH]1. Drug 2: NC(=O)c1cccc2cn(-c3ccc(C4CCCNC4)cc3)nc12. (6) Drug 1: CCC1(O)C(=O)OCc2c1cc1n(c2=O)Cc2cc3c(CN(C)C)c(O)ccc3nc2-1. Drug 2: CNC(=O)c1cc(Oc2ccc(NC(=O)Nc3ccc(Cl)c(C(F)(F)F)c3)cc2)ccn1. Cell line: RPMI7951. Synergy scores: synergy=-0.137. (7) Drug 1: C#Cc1cccc(Nc2ncnc3cc(OCCOC)c(OCCOC)cc23)c1. Drug 2: COC1CC2CCC(C)C(O)(O2)C(=O)C(=O)N2CCCCC2C(=O)OC(C(C)CC2CCC(OP(C)(C)=O)C(OC)C2)CC(=O)C(C)C=C(C)C(O)C(OC)C(=O)C(C)CC(C)C=CC=CC=C1C. Cell line: A427. Synergy scores: synergy=32.5. (8) Drug 1: CC1(c2nc3c(C(N)=O)cccc3[nH]2)CCCN1. Drug 2: COC1=C2CC(C)CC(OC)C(O)C(C)C=C(C)C(OC(N)=O)C(OC)C=CC=C(C)C(=O)NC(=CC1=O)C2=O. Cell line: CAOV3. Synergy scores: synergy=16.7. (9) Drug 1: COC1=C2CC(C)CC(OC)C(O)C(C)C=C(C)C(OC(N)=O)C(OC)C=CC=C(C)C(=O)NC(=CC1=O)C2=O. Drug 2: CCC1(O)C(=O)OCc2c1cc1n(c2=O)Cc2cc3c(CN(C)C)c(O)ccc3nc2-1. Cell line: EFM192B. Synergy scores: synergy=-16.6. (10) Drug 1: N#Cc1ccc(Cn2cncc2CN2CCN(c3cccc(Cl)c3)C(=O)C2)cc1. Drug 2: C#Cc1cccc(Nc2ncnc3cc(OCCOC)c(OCCOC)cc23)c1. Cell line: RKO. Synergy scores: synergy=8.14.